Dataset: Forward reaction prediction with 1.9M reactions from USPTO patents (1976-2016). Task: Predict the product of the given reaction. Given the reactants [N:1]([CH:4]([C:23]1[CH:28]=[CH:27][C:26]([Cl:29])=[CH:25][CH:24]=1)[C:5]1[N:9]([CH:10]([CH3:12])[CH3:11])[C:8]([CH:13]2[CH2:17][CH2:16][O:15][CH2:14]2)=[N:7][C:6]=1[C:18]([O:20][CH2:21][CH3:22])=[O:19])=[N+]=[N-], predict the reaction product. The product is: [NH2:1][CH:4]([C:23]1[CH:28]=[CH:27][C:26]([Cl:29])=[CH:25][CH:24]=1)[C:5]1[N:9]([CH:10]([CH3:11])[CH3:12])[C:8]([CH:13]2[CH2:17][CH2:16][O:15][CH2:14]2)=[N:7][C:6]=1[C:18]([O:20][CH2:21][CH3:22])=[O:19].